From a dataset of Reaction yield outcomes from USPTO patents with 853,638 reactions. Predict the reaction yield, written as a fraction of the theoretical maximum amount of product (1.0 means a 100% yield; for example, 0.34 means a 34% yield). (1) The reactants are [NH2:1][C:2]1[N:7]=[CH:6][C:5]([C:8]2[O:12][N:11]=[C:10]([CH2:13][C:14]3[CH:19]=[CH:18][C:17]([OH:20])=[CH:16][CH:15]=3)[CH:9]=2)=[CH:4][CH:3]=1.O1CCCC1.[OH-].[Na+].[Cl:28][C:29]1[CH:34]=[CH:33][N:32]=[C:31]([CH2:35]Cl)[CH:30]=1. The catalyst is CN(C)C=O. The product is [Cl:28][C:29]1[CH:34]=[CH:33][N:32]=[C:31]([CH2:35][O:20][C:17]2[CH:18]=[CH:19][C:14]([CH2:13][C:10]3[CH:9]=[C:8]([C:5]4[CH:4]=[CH:3][C:2]([NH2:1])=[N:7][CH:6]=4)[O:12][N:11]=3)=[CH:15][CH:16]=2)[CH:30]=1. The yield is 0.250. (2) The reactants are [CH2:1]([C@@H:5]1[NH:10][CH2:9][C@H:8]([C:11]2[CH:16]=[CH:15][CH:14]=[CH:13][CH:12]=2)[NH:7][C:6]1=[O:17])[CH:2]([CH3:4])[CH3:3].[Cl:18][C:19]1[CH:24]=[CH:23][C:22]([C:25]2[O:29][N:28]=[C:27]([C:30](O)=[O:31])[CH:26]=2)=[CH:21][CH:20]=1.C([C@@H]1N(C(=O)/C=C/C2C=CC=CC=2)C[C@H](CC(C)C)NC1=O)C(C)C. No catalyst specified. The product is [Cl:18][C:19]1[CH:20]=[CH:21][C:22]([C:25]2[O:29][N:28]=[C:27]([C:30]([N:10]3[CH2:9][C@H:8]([C:11]4[CH:12]=[CH:13][CH:14]=[CH:15][CH:16]=4)[NH:7][C:6](=[O:17])[C@@H:5]3[CH2:1][CH:2]([CH3:4])[CH3:3])=[O:31])[CH:26]=2)=[CH:23][CH:24]=1. The yield is 0.900. (3) The reactants are [Cl:1][C:2]1[C:7](=[O:8])[C:6]([OH:9])=[C:5]([CH:10](O)[C:11]([F:14])([F:13])[F:12])[N:4]([CH3:16])[C:3]=1[CH3:17].S(Cl)(Cl)=O.[BH4-].[Na+]. The catalyst is C(#N)C.CO. The product is [Cl:1][C:2]1[C:7](=[O:8])[C:6]([OH:9])=[C:5]([CH2:10][C:11]([F:12])([F:13])[F:14])[N:4]([CH3:16])[C:3]=1[CH3:17]. The yield is 0.610.